Dataset: Full USPTO retrosynthesis dataset with 1.9M reactions from patents (1976-2016). Task: Predict the reactants needed to synthesize the given product. (1) Given the product [OH:25][CH:26]1[CH2:29][N:28]([C:30]2[N:31]=[CH:32][C:33]([NH:36][C:20]([C:8]3[N:9]([CH2:12][C:13]4[CH:18]=[CH:17][CH:16]=[C:15]([F:19])[CH:14]=4)[C:10]4[C:6]([CH:7]=3)=[CH:5][CH:4]=[C:3]([C:2]([F:23])([F:1])[F:24])[CH:11]=4)=[O:21])=[CH:34][CH:35]=2)[CH2:27]1, predict the reactants needed to synthesize it. The reactants are: [F:1][C:2]([F:24])([F:23])[C:3]1[CH:11]=[C:10]2[C:6]([CH:7]=[C:8]([C:20](O)=[O:21])[N:9]2[CH2:12][C:13]2[CH:18]=[CH:17][CH:16]=[C:15]([F:19])[CH:14]=2)=[CH:5][CH:4]=1.[OH:25][CH:26]1[CH2:29][N:28]([C:30]2[CH:35]=[CH:34][C:33]([NH2:36])=[CH:32][N:31]=2)[CH2:27]1. (2) Given the product [CH2:28]([N:18]1[C:17]2[C:12](=[N:13][CH:14]=[CH:15][CH:16]=2)[C:11]([C:19]2[CH:24]=[CH:23][C:22]([F:25])=[CH:21][CH:20]=2)=[C:10]1[C:8]1[CH:7]=[CH:6][N:5]=[C:4]([Cl:3])[CH:9]=1)[CH:27]=[CH2:26], predict the reactants needed to synthesize it. The reactants are: [H-].[Na+].[Cl:3][C:4]1[CH:9]=[C:8]([C:10]2[NH:18][C:17]3[C:12](=[N:13][CH:14]=[CH:15][CH:16]=3)[C:11]=2[C:19]2[CH:24]=[CH:23][C:22]([F:25])=[CH:21][CH:20]=2)[CH:7]=[CH:6][N:5]=1.[CH2:26](Br)[CH:27]=[CH2:28].[Cl-].[NH4+]. (3) Given the product [CH3:1][NH:2][C:3]1[N:7]([CH3:8])[C:6]([C:9]2[CH:10]=[N:19][CH:18]=[CH:13][CH:14]=2)=[N:5][N:4]=1, predict the reactants needed to synthesize it. The reactants are: [CH3:1][NH:2][C:3]1[N:7]([CH3:8])[C:6]([C:9]2[CH:14]=[CH:13]N=C[CH:10]=2)=[N:5][N:4]=1.Cl.C(Cl)(=O)C1C=CC=[N:19][CH:18]=1. (4) Given the product [OH:8][C:9]1[CH:10]=[CH:11][C:12]([C:13]([O:15][C@H:16]2[CH2:25][C:24]3[C:19](=[CH:20][C:21]([OH:34])=[CH:22][C:23]=3[OH:26])[O:18][C@@H:17]2[C:42]2[CH:47]=[CH:46][C:45]([OH:48])=[C:44]([OH:56])[CH:43]=2)=[O:14])=[CH:64][CH:65]=1, predict the reactants needed to synthesize it. The reactants are: C([O:8][C:9]1[CH:65]=[CH:64][C:12]([C:13]([O:15][C@H:16]2[CH2:25][C:24]3[C:19](=[CH:20][C:21]([O:34]CC4C=CC=CC=4)=[CH:22][C:23]=3[O:26]CC3C=CC=CC=3)[O:18][C@@H:17]2[C:42]2[CH:47]=[CH:46][C:45]([O:48]CC3C=CC=CC=3)=[C:44]([O:56]CC3C=CC=CC=3)[CH:43]=2)=[O:14])=[CH:11][CH:10]=1)C1C=CC=CC=1.C1COCC1.CO. (5) Given the product [C:1]1([C:13]2[C:29](=[O:32])[N:15]([CH3:14])[C:16](=[O:27])[C:17]=2[C:18]2[C:26]3[C:21](=[CH:22][CH:23]=[CH:24][CH:25]=3)[N:20]([CH3:37])[CH:19]=2)[C:11]2=[C:12]3[C:7](=[CH:8][CH:9]=[CH:10]2)[CH2:6][CH2:5][CH2:4][N:3]3[CH:2]=1, predict the reactants needed to synthesize it. The reactants are: [C:1]1([C:13]2[C:14](=O)[NH:15][C:16](=[O:27])[C:17]=2[C:18]2[C:26]3[C:21](=[CH:22][CH:23]=[CH:24][CH:25]=3)[NH:20][CH:19]=2)[C:11]2=[C:12]3[C:7](=[CH:8][CH:9]=[CH:10]2)[CH2:6][CH2:5][CH2:4][N:3]3[CH:2]=1.[C:29](=[O:32])([O-])[O-].[K+].[K+].CI.[C:37](OCC)(=O)C. (6) Given the product [N+:13]([C:16]1[CH:22]=[CH:21][C:19]([NH:20][C:8](=[O:11])[CH:9]=[CH2:10])=[CH:18][CH:17]=1)([O-:15])=[O:14], predict the reactants needed to synthesize it. The reactants are: C(N(CC)CC)C.[C:8](Cl)(=[O:11])[CH:9]=[CH2:10].[N+:13]([C:16]1[CH:22]=[CH:21][C:19]([NH2:20])=[CH:18][CH:17]=1)([O-:15])=[O:14].[Cl-].[Na+]. (7) Given the product [Br:37][CH2:11][CH2:10][C:4]1[CH:5]=[CH:6][C:7]([S:8][CH3:9])=[C:2]([F:1])[CH:3]=1, predict the reactants needed to synthesize it. The reactants are: [F:1][C:2]1[CH:3]=[C:4]([CH2:10][CH2:11]O)[CH:5]=[CH:6][C:7]=1[S:8][CH3:9].C1C=CC(P(C2C=CC=CC=2)C2C=CC=CC=2)=CC=1.N1C=CN=C1.[Br:37]Br.